Dataset: Reaction yield outcomes from USPTO patents with 853,638 reactions. Task: Predict the reaction yield, written as a fraction of the theoretical maximum amount of product (1.0 means a 100% yield; for example, 0.34 means a 34% yield). The reactants are F[P-](F)(F)(F)(F)F.N1(O[P+](N(C)C)(N(C)C)N(C)C)C2C=CC=CC=2N=N1.[CH:28]1([CH2:34][C@H:35]([N:39]2[CH2:47][C:46]3[C:41](=[C:42]([F:48])[CH:43]=[CH:44][CH:45]=3)[C:40]2=[O:49])[C:36]([OH:38])=O)[CH2:33][CH2:32][CH2:31][CH2:30][CH2:29]1.NC1C=NC=CN=1.[CH:57]1([CH2:63][C@H:64]([N:73]2[CH2:81][C:80]3[C:75](=[CH:76][CH:77]=[CH:78][CH:79]=3)[C:74]2=[O:82])[C:65]([NH:67][C:68]2[S:69][CH:70]=[CH:71][N:72]=2)=[O:66])[CH2:62][CH2:61][CH2:60][CH2:59][CH2:58]1. No catalyst specified. The product is [CH:57]1([CH2:63][C@H:64]([N:73]2[CH2:81][C:80]3[C:75](=[CH:76][CH:77]=[CH:78][C:79]=3[F:48])[C:74]2=[O:82])[C:65]([NH:67][C:68]2[S:69][CH:70]=[CH:71][N:72]=2)=[O:66])[CH2:62][CH2:61][CH2:60][CH2:59][CH2:58]1.[CH:28]1([CH2:34][C@H:35]([N:39]2[CH2:47][C:46]3[C:41](=[C:42]([F:48])[CH:43]=[CH:44][CH:45]=3)[C:40]2=[O:49])[C:36]([NH:67][C:68]2[S:69][CH:70]=[CH:71][N:72]=2)=[O:38])[CH2:29][CH2:30][CH2:31][CH2:32][CH2:33]1. The yield is 0.300.